From a dataset of Catalyst prediction with 721,799 reactions and 888 catalyst types from USPTO. Predict which catalyst facilitates the given reaction. (1) Reactant: [O:1]=[C:2]1[N:6]([C:7]2[CH:12]=[CH:11][CH:10]=[CH:9][CH:8]=2)[CH:5]=[CH:4][N:3]1[CH:13]1[CH2:18][CH2:17][N:16](C(OC(C)(C)C)=O)[CH2:15][CH2:14]1.[ClH:26].O1CCOCC1. Product: [ClH:26].[C:7]1([N:6]2[CH:5]=[CH:4][N:3]([CH:13]3[CH2:14][CH2:15][NH:16][CH2:17][CH2:18]3)[C:2]2=[O:1])[CH:8]=[CH:9][CH:10]=[CH:11][CH:12]=1. The catalyst class is: 13. (2) Reactant: [Si]([O:8][CH:9]1[CH2:18][C:17]2[C:16]([NH:19][C:20]([NH2:22])=[S:21])=[CH:15][CH:14]=[CH:13][C:12]=2[CH2:11][CH2:10]1)(C(C)(C)C)(C)C.Br[CH:24]([C:30]1[CH:35]=[CH:34][CH:33]=[CH:32][CH:31]=1)[CH:25](OC)OC. Product: [C:30]1([C:24]2[S:21][C:20]([NH:19][C:16]3[CH:15]=[CH:14][CH:13]=[C:12]4[C:17]=3[CH2:18][CH:9]([OH:8])[CH2:10][CH2:11]4)=[N:22][CH:25]=2)[CH:35]=[CH:34][CH:33]=[CH:32][CH:31]=1. The catalyst class is: 811. (3) Reactant: Br[C:2]1[CH:7]=[C:6]([CH:8]=[O:9])[C:5]([O:10][CH2:11][CH3:12])=[CH:4][C:3]=1[C:13]1[CH:18]=[CH:17][C:16]([F:19])=[CH:15][C:14]=1[F:20].[CH:21]1(B(O)O)[CH2:23][CH2:22]1.C1(P(C2CCCCC2)C2C=CC=CC=2C2C(OC)=CC=CC=2OC)CCCCC1.C(=O)([O-])[O-].[Na+].[Na+]. Product: [CH:21]1([C:2]2[CH:7]=[C:6]([CH:8]=[O:9])[C:5]([O:10][CH2:11][CH3:12])=[CH:4][C:3]=2[C:13]2[CH:18]=[CH:17][C:16]([F:19])=[CH:15][C:14]=2[F:20])[CH2:23][CH2:22]1. The catalyst class is: 491. (4) Reactant: C1N2CCN(CC2)C1.C([Li])CCC.[Cl:14][C:15]1[CH:16]=[N:17][CH:18]=[CH:19][CH:20]=1.[CH3:21][O:22][CH:23]([O:32][CH3:33])[C:24](N1CCCCC1)=[O:25].[NH4+].[Cl-]. Product: [Cl:14][C:15]1[C:16]([C:24](=[O:25])[CH:23]([O:32][CH3:33])[O:22][CH3:21])=[N:17][CH:18]=[CH:19][CH:20]=1. The catalyst class is: 316.